Dataset: Forward reaction prediction with 1.9M reactions from USPTO patents (1976-2016). Task: Predict the product of the given reaction. Given the reactants C1C(=O)N([Br:8])C(=O)C1.CC(N=NC(C#N)(C)C)(C#N)C.[CH3:21][O:22][C:23]1[CH:28]=[CH:27][C:26]([CH2:29][C:30]([OH:32])=[O:31])=[CH:25][C:24]=1[CH3:33], predict the reaction product. The product is: [Br:8][CH2:33][C:24]1[CH:25]=[C:26]([CH2:29][C:30]([OH:32])=[O:31])[CH:27]=[CH:28][C:23]=1[O:22][CH3:21].